This data is from Forward reaction prediction with 1.9M reactions from USPTO patents (1976-2016). The task is: Predict the product of the given reaction. (1) Given the reactants C([O:3][C:4]([C:6]1[CH:10]=[C:9]([C:11]2[O:12][CH:13]=[CH:14][CH:15]=2)[O:8][N:7]=1)=[O:5])C.CO.[OH-].[Li+], predict the reaction product. The product is: [O:12]1[CH:13]=[CH:14][CH:15]=[C:11]1[C:9]1[O:8][N:7]=[C:6]([C:4]([OH:5])=[O:3])[CH:10]=1. (2) Given the reactants [N+:1]([C:4]1[CH:5]=[CH:6][CH:7]=[C:8]2[C:12]=1[NH:11][C:10]([C:13]([O:15]CC)=[O:14])=[CH:9]2)([O-:3])=[O:2].O.[OH-].[Li+].Cl, predict the reaction product. The product is: [N+:1]([C:4]1[CH:5]=[CH:6][CH:7]=[C:8]2[C:12]=1[NH:11][C:10]([C:13]([OH:15])=[O:14])=[CH:9]2)([O-:3])=[O:2]. (3) Given the reactants [NH2:1][C:2]1[N:3]=[C:4]2[CH:9]=[CH:8][C:7]([O:10][C:11]3[CH:12]=[CH:13][C:14]([F:27])=[C:15]([NH:17][C:18]([C:20]4[N:24]([CH3:25])[N:23]=[C:22]([CH3:26])[CH:21]=4)=[O:19])[CH:16]=3)=[CH:6][N:5]2[CH:28]=1.[CH2:29]([N:31]=[C:32]=[O:33])[CH3:30], predict the reaction product. The product is: [CH2:29]([NH:31][C:32]([NH:1][C:2]1[N:3]=[C:4]2[CH:9]=[CH:8][C:7]([O:10][C:11]3[CH:12]=[CH:13][C:14]([F:27])=[C:15]([NH:17][C:18]([C:20]4[N:24]([CH3:25])[N:23]=[C:22]([CH3:26])[CH:21]=4)=[O:19])[CH:16]=3)=[CH:6][N:5]2[CH:28]=1)=[O:33])[CH3:30]. (4) The product is: [ClH:1].[Cl:1][C:2]1[CH:3]=[C:4]([CH:27]=[CH:28][C:29]=1[Cl:30])[CH2:5][NH:6][C:7]([NH:8][C:9]1[S:10][CH:11]=[C:12]([CH2:14][O:15][CH2:16][CH2:17][NH2:18])[N:13]=1)=[O:26]. Given the reactants [Cl:1][C:2]1[CH:3]=[C:4]([CH:27]=[CH:28][C:29]=1[Cl:30])[CH2:5][NH:6][C:7](=[O:26])[NH:8][C:9]1[S:10][CH:11]=[C:12]([CH2:14][O:15][CH2:16][CH2:17][NH:18]C(=O)OC(C)(C)C)[N:13]=1.Cl.C(OCC)C, predict the reaction product. (5) Given the reactants [NH2:1][C:2]1[CH:7]=[CH:6][CH:5]=[C:4]([CH3:8])[N:3]=1.Br[C:10]1[CH:15]=[CH:14][CH:13]=[CH:12][CH:11]=1.CC(C)([O-])C.[Na+], predict the reaction product. The product is: [CH3:8][C:4]1[N:3]=[C:2]([NH:1][C:10]2[CH:15]=[CH:14][CH:13]=[CH:12][CH:11]=2)[CH:7]=[CH:6][CH:5]=1. (6) Given the reactants [C:1]1([C:7]([CH:9]=O)=O)[CH:6]=[CH:5][CH:4]=[CH:3][CH:2]=1.[NH2:11][C@H:12]([C:14]([NH2:16])=[O:15])[CH3:13].[OH-].[Na+], predict the reaction product. The product is: [CH3:13][C:12]1[C:14](=[O:15])[NH:16][CH:9]=[C:7]([C:1]2[CH:2]=[CH:3][CH:4]=[CH:5][CH:6]=2)[N:11]=1. (7) Given the reactants [Cl:1][C:2]1[S:9][C:8]2[CH:7]=[C:6](C(O)=O)[NH:5][C:4]=2[CH:3]=1.Cl, predict the reaction product. The product is: [Cl:1][C:2]1[S:9][C:8]2[CH:7]=[CH:6][NH:5][C:4]=2[CH:3]=1. (8) Given the reactants [NH2:1][C:2]1[S:3][C:4]([CH2:14][CH2:15][C:16]([NH:18][C:19]2[CH:24]=[CH:23][C:22]([CH2:25][P:26]([O:31][CH2:32][CH3:33])([O:28][CH2:29][CH3:30])=[O:27])=[CH:21][CH:20]=2)=[O:17])=[C:5]([C:7]2[CH:12]=[CH:11][C:10]([Cl:13])=[CH:9][CH:8]=2)[N:6]=1.[CH3:34][N:35]([CH:37](OC)OC)[CH3:36].CN(C)C=O, predict the reaction product. The product is: [Cl:13][C:10]1[CH:9]=[CH:8][C:7]([C:5]2[N:6]=[C:2](/[N:1]=[CH:34]/[N:35]([CH3:37])[CH3:36])[S:3][C:4]=2[CH2:14][CH2:15][C:16]([NH:18][C:19]2[CH:24]=[CH:23][C:22]([CH2:25][P:26]([O:28][CH2:29][CH3:30])([O:31][CH2:32][CH3:33])=[O:27])=[CH:21][CH:20]=2)=[O:17])=[CH:12][CH:11]=1. (9) Given the reactants [F:1][C:2]([F:19])([F:18])[C:3]1[CH:8]=[CH:7][C:6]([NH:9][NH:10]C(OC(C)(C)C)=O)=[CH:5][CH:4]=1.[Cl:20][C:21]1[CH:31]=[CH:30][C:29]([S:32](=[O:38])(=[O:37])[NH:33][CH:34]2[CH2:36][CH2:35]2)=[CH:28][C:22]=1[C:23]([N:25]=[C:26]=[O:27])=O.C(O)(C(F)(F)F)=O, predict the reaction product. The product is: [Cl:20][C:21]1[CH:31]=[CH:30][C:29]([S:32]([NH:33][CH:34]2[CH2:36][CH2:35]2)(=[O:38])=[O:37])=[CH:28][C:22]=1[C:23]1[NH:25][C:26](=[O:27])[N:9]([C:6]2[CH:7]=[CH:8][C:3]([C:2]([F:1])([F:19])[F:18])=[CH:4][CH:5]=2)[N:10]=1. (10) Given the reactants FC1C=CC([S:8]([Cl:11])(=[O:10])=[O:9])=CC=1OC.N[C:15]1[CH:16]=[C:17]([CH:20]=[CH:21][C:22]=1[Cl:23])[C:18]#[N:19], predict the reaction product. The product is: [Cl:23][C:22]1[CH:21]=[CH:20][C:17]([C:18]#[N:19])=[CH:16][C:15]=1[S:8]([Cl:11])(=[O:10])=[O:9].